Dataset: Peptide-MHC class II binding affinity with 134,281 pairs from IEDB. Task: Regression. Given a peptide amino acid sequence and an MHC pseudo amino acid sequence, predict their binding affinity value. This is MHC class II binding data. (1) The peptide sequence is DEAHFLDPASIAARG. The MHC is DRB1_0701 with pseudo-sequence DRB1_0701. The binding affinity (normalized) is 0.215. (2) The peptide sequence is CGKYLFNWAVRTKLKLTPIA. The MHC is DRB1_0701 with pseudo-sequence DRB1_0701. The binding affinity (normalized) is 0.460. (3) The MHC is HLA-DPA10103-DPB10401 with pseudo-sequence HLA-DPA10103-DPB10401. The peptide sequence is AEAPASAAAPEEQVQ. The binding affinity (normalized) is 0.192.